Dataset: Forward reaction prediction with 1.9M reactions from USPTO patents (1976-2016). Task: Predict the product of the given reaction. Given the reactants [NH:1]([C:9]([O:11][C:12]([CH3:15])([CH3:14])[CH3:13])=[O:10])[C@H:2]([C:6]([OH:8])=[O:7])[CH:3]([CH3:5])[CH3:4].C1CCC(N=C=NC2CCCCC2)CC1.[C:31]([O:35][C:36]1[C:45]2[C:40](=[CH:41][CH:42]=[CH:43][CH:44]=2)[C:39](O)=[C:38]([CH3:47])[C:37]=1[CH2:48]/[CH:49]=[C:50](\[CH3:82])/[CH2:51][CH2:52]/[CH:53]=[C:54](\[CH3:81])/[CH2:55][CH2:56]/[CH:57]=[C:58](\[CH3:80])/[CH2:59][CH2:60]/[CH:61]=[C:62](\[CH3:79])/[CH2:63][CH2:64]/[CH:65]=[C:66](\[CH3:78])/[CH2:67][CH2:68]/[CH:69]=[C:70](\[CH3:77])/[CH2:71][CH2:72][CH:73]=[C:74]([CH3:76])[CH3:75])(=[O:34])[CH2:32][CH3:33], predict the reaction product. The product is: [C:12]([O:11][C:9]([NH:1][C@H:2]([C:6]([O:8][C:39]1[C:40]2[C:45](=[CH:44][CH:43]=[CH:42][CH:41]=2)[C:36]([O:35][C:31](=[O:34])[CH2:32][CH3:33])=[C:37]([CH2:48]/[CH:49]=[C:50](\[CH3:82])/[CH2:51][CH2:52]/[CH:53]=[C:54](\[CH3:81])/[CH2:55][CH2:56]/[CH:57]=[C:58](\[CH3:80])/[CH2:59][CH2:60]/[CH:61]=[C:62](\[CH3:79])/[CH2:63][CH2:64]/[CH:65]=[C:66](\[CH3:78])/[CH2:67][CH2:68]/[CH:69]=[C:70](\[CH3:77])/[CH2:71][CH2:72][CH:73]=[C:74]([CH3:76])[CH3:75])[C:38]=1[CH3:47])=[O:7])[CH:3]([CH3:5])[CH3:4])=[O:10])([CH3:13])([CH3:15])[CH3:14].